From a dataset of Full USPTO retrosynthesis dataset with 1.9M reactions from patents (1976-2016). Predict the reactants needed to synthesize the given product. (1) Given the product [CH2:22]([N:21]([CH2:15][CH2:16][CH2:17][CH2:18][CH2:19][CH3:20])[S:11]([C:9]1[CH:8]=[CH:7][C:5]2[N:6]=[C:2]([CH3:1])[S:3][C:4]=2[CH:10]=1)(=[O:13])=[O:12])[CH2:23][CH2:24][CH2:25][CH2:26][CH3:27], predict the reactants needed to synthesize it. The reactants are: [CH3:1][C:2]1[S:3][C:4]2[CH:10]=[C:9]([S:11](Cl)(=[O:13])=[O:12])[CH:8]=[CH:7][C:5]=2[N:6]=1.[CH2:15]([NH:21][CH2:22][CH2:23][CH2:24][CH2:25][CH2:26][CH3:27])[CH2:16][CH2:17][CH2:18][CH2:19][CH3:20].CCCCCC. (2) The reactants are: Cl[C:2]1[N:7]=[C:6]([C:8]2([C:36]#[N:37])[CH2:13][CH2:12][N:11]([CH2:14][C:15]3[C:16]4[CH:35]=[CH:34][CH:33]=[CH:32][C:17]=4[C:18]4[CH2:19][N:20]([C@H:25]5[CH2:30][CH2:29][CH2:28][CH2:27][C@@H:26]5[OH:31])[C:21](=[O:24])[C:22]=4[CH:23]=3)[CH2:10][CH2:9]2)[CH:5]=[CH:4][CH:3]=1.[CH3:38]B(O)O.C(=O)([O-])[O-].[K+].[K+].ClCCl. Given the product [OH:31][C@H:26]1[CH2:27][CH2:28][CH2:29][CH2:30][C@@H:25]1[N:20]1[CH2:19][C:18]2[C:17]3[CH:32]=[CH:33][CH:34]=[CH:35][C:16]=3[C:15]([CH2:14][N:11]3[CH2:12][CH2:13][C:8]([C:6]4[CH:5]=[CH:4][CH:3]=[C:2]([CH3:38])[N:7]=4)([C:36]#[N:37])[CH2:9][CH2:10]3)=[CH:23][C:22]=2[C:21]1=[O:24], predict the reactants needed to synthesize it.